Predict the reaction yield, written as a fraction of the theoretical maximum amount of product (1.0 means a 100% yield; for example, 0.34 means a 34% yield). From a dataset of Reaction yield outcomes from USPTO patents with 853,638 reactions. The reactants are [C:1]([NH:9][C:10]1[C:18]2[C:13](=[N:14][CH:15]=[CH:16][C:17]=2[N:19]2[CH2:24][CH2:23][N:22]([C:25](=[O:35])[CH2:26][NH:27]C(=O)OC(C)(C)C)[CH2:21][CH2:20]2)[NH:12][CH:11]=1)(=[O:8])[C:2]1[CH:7]=[CH:6][CH:5]=[N:4][CH:3]=1.C(O)(C(F)(F)F)=O. The catalyst is C(Cl)Cl. The product is [NH2:27][CH2:26][C:25]([N:22]1[CH2:21][CH2:20][N:19]([C:17]2[CH:16]=[CH:15][N:14]=[C:13]3[NH:12][CH:11]=[C:10]([NH:9][C:1](=[O:8])[C:2]4[CH:7]=[CH:6][CH:5]=[N:4][CH:3]=4)[C:18]=23)[CH2:24][CH2:23]1)=[O:35]. The yield is 0.910.